This data is from Reaction yield outcomes from USPTO patents with 853,638 reactions. The task is: Predict the reaction yield, written as a fraction of the theoretical maximum amount of product (1.0 means a 100% yield; for example, 0.34 means a 34% yield). (1) The reactants are [N+:1]([C:4]1[CH:13]=[C:12]2[C:7]([CH2:8][CH2:9][C:10](=O)[CH2:11]2)=[CH:6][CH:5]=1)([O-:3])=[O:2].[CH2:15]([NH2:18])[C:16]#[CH:17]. No catalyst specified. The product is [N+:1]([C:4]1[CH:5]=[CH:6][C:7]2[CH2:8][CH2:9][C:10]3[N:18]=[CH:15][CH:16]=[CH:17][C:11]=3[C:12]=2[CH:13]=1)([O-:3])=[O:2]. The yield is 0.410. (2) The reactants are [N+:1]([C:4]1[C:9]2[CH:10]=[CH:11][O:12][C:8]=2[C:7]([CH2:13][C:14]#[N:15])=[CH:6][CH:5]=1)([O-])=O.[C:16](OC(=O)C)(=[O:18])[CH3:17].O1CCCC1. The catalyst is [Pd].C(OCC)(=O)C. The product is [C:14]([CH2:13][C:7]1[C:8]2[O:12][CH:11]=[CH:10][C:9]=2[C:4]([NH:1][C:16](=[O:18])[CH3:17])=[CH:5][CH:6]=1)#[N:15]. The yield is 0.670. (3) The reactants are [OH:1][C:2]1[NH:7][C:6](=[O:8])[N:5]([CH2:9][C:10]2[CH:15]=[CH:14][CH:13]=[CH:12][CH:11]=2)[C:4](=[O:16])[C:3]=1[C:17]([NH:19][CH2:20][C:21]([O:23]CC)=[O:22])=[O:18].[CH3:26][O:27][C:28]1[CH:29]=[C:30]([CH:33]=[CH:34][CH:35]=1)[CH2:31]Br.C(=O)([O-])[O-].[Na+].[Na+].Cl. The catalyst is CN(C)C=O. The product is [OH:1][C:2]1[N:7]([CH2:31][C:30]2[CH:33]=[CH:34][CH:35]=[C:28]([O:27][CH3:26])[CH:29]=2)[C:6](=[O:8])[N:5]([CH2:9][C:10]2[CH:15]=[CH:14][CH:13]=[CH:12][CH:11]=2)[C:4](=[O:16])[C:3]=1[C:17]([NH:19][CH2:20][C:21]([OH:23])=[O:22])=[O:18]. The yield is 0.110. (4) The reactants are CN(C)CC(O)=O.C([O-])(=O)C.[Na+].Br[C:14]1[CH:15]=[C:16]([CH:21]=[CH:22][C:23]=1[O:24][CH3:25])[C:17]([O:19][CH3:20])=[O:18].[CH:26]([N:29]([CH:34]([CH3:36])[CH3:35])[C:30](=[O:33])[CH:31]=[CH2:32])([CH3:28])[CH3:27].Cl. The catalyst is ClCCl.CN1CCCC1=O. The product is [CH:34]([N:29]([CH:26]([CH3:28])[CH3:27])[C:30](=[O:33])/[CH:31]=[CH:32]/[C:14]1[CH:15]=[C:16]([C:17]([O:19][CH3:20])=[O:18])[CH:21]=[CH:22][C:23]=1[O:24][CH3:25])([CH3:36])[CH3:35]. The yield is 0.690. (5) The reactants are Br[C:2]1[CH:7]=[CH:6][C:5]([CH:8]([OH:13])[C:9]([F:12])([F:11])[F:10])=[CH:4][CH:3]=1.[C:14]1([CH3:23])[CH:19]=[CH:18][CH:17]=[C:16](B(O)O)[CH:15]=1.C([O-])([O-])=O.[K+].[K+].CCO. The catalyst is [Pd].C(Cl)Cl.O. The product is [F:10][C:9]([F:12])([F:11])[CH:8]([C:5]1[CH:6]=[CH:7][CH:2]=[CH:3][C:4]=1[C:16]1[CH:17]=[CH:18][CH:19]=[C:14]([CH3:23])[CH:15]=1)[OH:13]. The yield is 0.720.